This data is from Peptide-MHC class II binding affinity with 134,281 pairs from IEDB. The task is: Regression. Given a peptide amino acid sequence and an MHC pseudo amino acid sequence, predict their binding affinity value. This is MHC class II binding data. (1) The peptide sequence is IFYDVFFAVANGNEL. The binding affinity (normalized) is 0.452. The MHC is DRB1_0401 with pseudo-sequence DRB1_0401. (2) The peptide sequence is GKAKGSRAIWYMWLG. The MHC is HLA-DQA10102-DQB10501 with pseudo-sequence HLA-DQA10102-DQB10501. The binding affinity (normalized) is 0.